Task: Regression. Given a peptide amino acid sequence and an MHC pseudo amino acid sequence, predict their binding affinity value. This is MHC class I binding data.. Dataset: Peptide-MHC class I binding affinity with 185,985 pairs from IEDB/IMGT (1) The peptide sequence is KLTKNKKSL. The MHC is H-2-Db with pseudo-sequence H-2-Db. The binding affinity (normalized) is 0.0641. (2) The peptide sequence is APRTLVLLL. The MHC is HLA-B40:01 with pseudo-sequence HLA-B40:01. The binding affinity (normalized) is 0.0847. (3) The peptide sequence is YIIKVSARV. The MHC is Patr-B0101 with pseudo-sequence Patr-B0101. The binding affinity (normalized) is 0. (4) The peptide sequence is MRMLWMANY. The MHC is HLA-A11:01 with pseudo-sequence HLA-A11:01. The binding affinity (normalized) is 0.213. (5) The peptide sequence is GIFQSSMTK. The MHC is HLA-A33:01 with pseudo-sequence HLA-A33:01. The binding affinity (normalized) is 0.149. (6) The peptide sequence is SNPNLFWAV. The MHC is HLA-A02:02 with pseudo-sequence HLA-A02:02. The binding affinity (normalized) is 0.525. (7) The peptide sequence is REMHHLVEF. The MHC is HLA-B83:01 with pseudo-sequence HLA-B83:01. The binding affinity (normalized) is 0.213. (8) The peptide sequence is FEMKAPFSSL. The MHC is HLA-B27:05 with pseudo-sequence HLA-B27:05. The binding affinity (normalized) is 0.0811.